From a dataset of Catalyst prediction with 721,799 reactions and 888 catalyst types from USPTO. Predict which catalyst facilitates the given reaction. (1) Reactant: [NH:1]1[C:5]2[CH:6]=[CH:7][CH:8]=[CH:9][C:4]=2[N:3]=[C:2]1[S:10][CH2:11][C:12]([N:14]1[CH2:22][CH2:21][CH2:20][C@H:15]1[C:16]([O:18][CH3:19])=[O:17])=[O:13].[C:23]([O-])([O-])=O.[Cs+].[Cs+].IC. Product: [CH3:23][N:1]1[C:5]2[CH:6]=[CH:7][CH:8]=[CH:9][C:4]=2[N:3]=[C:2]1[S:10][CH2:11][C:12]([N:14]1[CH2:22][CH2:21][CH2:20][C@H:15]1[C:16]([O:18][CH3:19])=[O:17])=[O:13]. The catalyst class is: 18. (2) Reactant: C(N(C(C)C)CC)(C)C.CN(C(ON1N=NC2C=CC=NC1=2)=[N+](C)C)C.F[P-](F)(F)(F)(F)F.[NH:34]1[CH2:39][CH2:38][O:37][CH2:36][CH2:35]1.[Br:40][C:41]1[CH:42]=[N:43][C:44]([N:47]2[C:55]3[C:50](=[CH:51][CH:52]=[C:53]([C:56](O)=[O:57])[CH:54]=3)[C:49]([S:59][CH3:60])=[N:48]2)=[N:45][CH:46]=1. Product: [Br:40][C:41]1[CH:46]=[N:45][C:44]([N:47]2[C:55]3[C:50](=[CH:51][CH:52]=[C:53]([C:56]([N:34]4[CH2:39][CH2:38][O:37][CH2:36][CH2:35]4)=[O:57])[CH:54]=3)[C:49]([S:59][CH3:60])=[N:48]2)=[N:43][CH:42]=1. The catalyst class is: 4.